Dataset: Forward reaction prediction with 1.9M reactions from USPTO patents (1976-2016). Task: Predict the product of the given reaction. (1) Given the reactants CC(C)[O-].[La+3].CC(C)[O-].CC(C)[O-].CC(C)[O-].[C:18]1([As:24](=O)([C:31]2[CH:36]=[CH:35][CH:34]=[CH:33][CH:32]=2)[C:25]2[CH:30]=[CH:29][CH:28]=[CH:27][CH:26]=2)[CH:23]=[CH:22][CH:21]=[CH:20][CH:19]=1.C1(C2C3C(=CC=CC=3)C=CC=2)C(O)=CC=C2C=1C=CC=C2, predict the reaction product. The product is: [As:24]([C:25]1[CH:26]=[CH:27][CH:28]=[CH:29][CH:30]=1)([C:31]1[CH:36]=[CH:35][CH:34]=[CH:33][CH:32]=1)[C:18]1[CH:19]=[CH:20][CH:21]=[CH:22][CH:23]=1. (2) Given the reactants Cl.Cl.[CH:3]([NH:6][CH:7]1[CH2:10][NH:9][CH2:8]1)([CH3:5])[CH3:4].[NH2:11][C:12]1[N:17]=[C:16]([N:18]2[C:27]3[C:22](=[CH:23][C:24]([F:30])=[C:25](F)[C:26]=3[Br:28])[C:21](=[O:31])[C:20]([C:32]([OH:34])=[O:33])=[CH:19]2)[C:15]([F:35])=[CH:14][C:13]=1[F:36].CN1CCCC1.[Cl-].[Li+], predict the reaction product. The product is: [NH2:11][C:12]1[N:17]=[C:16]([N:18]2[C:27]3[C:22](=[CH:23][C:24]([F:30])=[C:25]([N:9]4[CH2:10][CH:7]([NH:6][CH:3]([CH3:5])[CH3:4])[CH2:8]4)[C:26]=3[Br:28])[C:21](=[O:31])[C:20]([C:32]([OH:34])=[O:33])=[CH:19]2)[C:15]([F:35])=[CH:14][C:13]=1[F:36]. (3) Given the reactants C(O)C.[CH:4]1([N:7]2[C:16]3[C:11](=[CH:12][CH:13]=[C:14]([C:21]4[CH:22]=[C:23]5[C:27](=[CH:28][CH:29]=4)[C@@H:26]([CH3:30])[NH:25][CH2:24]5)[C:15]=3[O:17][CH:18]([F:20])[F:19])[C:10](=[O:31])[C:9]([C:32]([OH:34])=[O:33])=[CH:8]2)[CH2:6][CH2:5]1.[S:35](=[O:39])(=[O:38])([OH:37])[OH:36], predict the reaction product. The product is: [S:35]([OH:39])([OH:38])(=[O:37])=[O:36].[CH:4]1([N:7]2[C:16]3[C:11](=[CH:12][CH:13]=[C:14]([C:21]4[CH:22]=[C:23]5[C:27](=[CH:28][CH:29]=4)[C@@H:26]([CH3:30])[NH:25][CH2:24]5)[C:15]=3[O:17][CH:18]([F:20])[F:19])[C:10](=[O:31])[C:9]([C:32]([OH:34])=[O:33])=[CH:8]2)[CH2:6][CH2:5]1. (4) Given the reactants [N:1]1[C:5]2[CH:6]=[CH:7][CH:8]=[CH:9][C:4]=2[NH:3][CH:2]=1.F[C:11]1[C:16]([C:17]([CH3:19])=[CH2:18])=[CH:15][CH:14]=[CH:13][N:12]=1.CN(C=O)C, predict the reaction product. The product is: [CH2:18]=[C:17]([C:16]1[C:11]([N:1]2[C:5]3[CH:6]=[CH:7][CH:8]=[CH:9][C:4]=3[N:3]=[CH:2]2)=[N:12][CH:13]=[CH:14][CH:15]=1)[CH3:19].